Task: Regression/Classification. Given a drug SMILES string, predict its absorption, distribution, metabolism, or excretion properties. Task type varies by dataset: regression for continuous measurements (e.g., permeability, clearance, half-life) or binary classification for categorical outcomes (e.g., BBB penetration, CYP inhibition). For this dataset (solubility_aqsoldb), we predict Y.. Dataset: Aqueous solubility values for 9,982 compounds from the AqSolDB database (1) The molecule is O=C(O)[C@H]1CC[C@H](C(=O)O)SS1. The Y is -1.52 log mol/L. (2) The molecule is CNC(=O)OCc1cccc(Cl)c1Cl. The Y is -3.14 log mol/L. (3) The molecule is O=C(O)c1ccc(C(=O)O)o1. The Y is -2.24 log mol/L. (4) The drug is Nc1nc(=O)[nH]c2nccnc12. The Y is -3.36 log mol/L. (5) The drug is CC(C)=NNC(=O)Nc1ccc([N+](=O)[O-])cc1. The Y is -3.60 log mol/L. (6) The molecule is [Pb]. The Y is -3.05 log mol/L. (7) The molecule is CCC(C)(O)C(C)(C)C. The Y is -1.27 log mol/L. (8) The drug is CC1=NN(c2cccc(S(=O)(=O)[O-])c2)C(=O)C1N=Nc1cc(Cl)c(Cl)cc1S(=O)(=O)[O-].[Na+].[Na+]. The Y is -3.26 log mol/L. (9) The molecule is Nc1cc([N+](=O)[O-])ccc1Br. The Y is -3.56 log mol/L.